Dataset: Reaction yield outcomes from USPTO patents with 853,638 reactions. Task: Predict the reaction yield, written as a fraction of the theoretical maximum amount of product (1.0 means a 100% yield; for example, 0.34 means a 34% yield). The reactants are [Cl:1][C:2]1[CH:10]=[C:9]([Cl:11])[CH:8]=[CH:7][C:3]=1[C:4](Cl)=[O:5].[CH3:12][O:13][C:14]([C:16]1[S:17][C:18]([C:28]#[C:29][C:30]([CH3:33])([CH3:32])[CH3:31])=[CH:19][C:20]=1[NH:21][CH:22]1[CH2:27][CH2:26][O:25][CH2:24][CH2:23]1)=[O:15]. The catalyst is ClC(Cl)C.ClCCl. The product is [CH3:12][O:13][C:14]([C:16]1[S:17][C:18]([C:28]#[C:29][C:30]([CH3:33])([CH3:32])[CH3:31])=[CH:19][C:20]=1[N:21]([C:4](=[O:5])[C:3]1[CH:7]=[CH:8][C:9]([Cl:11])=[CH:10][C:2]=1[Cl:1])[CH:22]1[CH2:27][CH2:26][O:25][CH2:24][CH2:23]1)=[O:15]. The yield is 0.910.